Dataset: Full USPTO retrosynthesis dataset with 1.9M reactions from patents (1976-2016). Task: Predict the reactants needed to synthesize the given product. (1) Given the product [Cl:18][CH2:17][CH2:16][O:14][C:11]1[CH:10]=[CH:9][C:8]([CH2:1][C:2]2[CH:3]=[CH:4][CH:5]=[CH:6][CH:7]=2)=[CH:13][CH:12]=1, predict the reactants needed to synthesize it. The reactants are: [CH2:1]([C:8]1[CH:13]=[CH:12][C:11]([OH:14])=[CH:10][CH:9]=1)[C:2]1[CH:7]=[CH:6][CH:5]=[CH:4][CH:3]=1.Br[CH2:16][CH2:17][Cl:18].C(=O)([O-])[O-].[Cs+].[Cs+].O. (2) Given the product [Cl:7][C:8]1[CH:13]=[CH:12][C:11]([C:14]2[CH:19]=[CH:18][C:17]([CH2:20][O:21][CH:22]3[CH2:27][CH2:26][CH2:25][N:24]([C:36]4[CH:29]=[C:30]([CH:33]=[CH:34][CH:35]=4)[CH:31]=[O:32])[CH2:23]3)=[CH:16][CH:15]=2)=[CH:10][CH:9]=1, predict the reactants needed to synthesize it. The reactants are: C(=O)([O-])[O-].[K+].[K+].[Cl:7][C:8]1[CH:13]=[CH:12][C:11]([C:14]2[CH:19]=[CH:18][C:17]([CH2:20][O:21][CH:22]3[CH2:27][CH2:26][CH2:25][NH:24][CH2:23]3)=[CH:16][CH:15]=2)=[CH:10][CH:9]=1.F[C:29]1[CH:36]=[CH:35][CH:34]=[CH:33][C:30]=1[CH:31]=[O:32].O.